From a dataset of Full USPTO retrosynthesis dataset with 1.9M reactions from patents (1976-2016). Predict the reactants needed to synthesize the given product. Given the product [CH3:1][N:2]1[CH2:3][CH2:4][CH:5]([NH:8][NH:9][C:10]([O:12][C:13]([CH3:16])([CH3:15])[CH3:14])=[O:11])[CH2:6][CH2:7]1, predict the reactants needed to synthesize it. The reactants are: [CH3:1][N:2]1[CH2:7][CH2:6][C:5](=[N:8][NH:9][C:10]([O:12][C:13]([CH3:16])([CH3:15])[CH3:14])=[O:11])[CH2:4][CH2:3]1.CC(C[AlH]CC(C)C)C.CO.O.